From a dataset of Forward reaction prediction with 1.9M reactions from USPTO patents (1976-2016). Predict the product of the given reaction. Given the reactants [Cl:1][C:2]1[CH:3]=[CH:4][C:5]([C:11]#[N:12])=[C:6](B(O)O)[CH:7]=1.I[C:14]1[N:19]=[C:18]([NH2:20])[N:17]=[C:16]([NH:21][CH3:22])[CH:15]=1, predict the reaction product. The product is: [NH2:20][C:18]1[N:19]=[C:14]([C:6]2[CH:7]=[C:2]([Cl:1])[CH:3]=[CH:4][C:5]=2[C:11]#[N:12])[CH:15]=[C:16]([NH:21][CH3:22])[N:17]=1.